This data is from Full USPTO retrosynthesis dataset with 1.9M reactions from patents (1976-2016). The task is: Predict the reactants needed to synthesize the given product. Given the product [OH:10][CH2:9][C:6]1[CH:5]=[N:4][C:3]([C:2]([F:13])([F:12])[F:1])=[N:8][CH:7]=1, predict the reactants needed to synthesize it. The reactants are: [F:1][C:2]([F:13])([F:12])[C:3]1[N:8]=[CH:7][C:6]([C:9](O)=[O:10])=[CH:5][N:4]=1.O1CCCC1.B.